This data is from Catalyst prediction with 721,799 reactions and 888 catalyst types from USPTO. The task is: Predict which catalyst facilitates the given reaction. (1) Reactant: [CH2:1]([C:3]([C:28]1[CH:33]=[CH:32][C:31](B2OC(C)(C)C(C)(C)O2)=[C:30]([CH3:43])[CH:29]=1)([C:6]1[CH:11]=[CH:10][C:9]([C:12]#[C:13][C:14]([O:23][CH2:24][O:25][CH3:26])([C:19]([F:22])([F:21])[F:20])[C:15]([F:18])([F:17])[F:16])=[C:8]([CH3:27])[CH:7]=1)[CH2:4][CH3:5])[CH3:2].[CH3:44][O:45][C:46](=[O:55])[CH2:47][C:48]1[CH:49]=[N:50][CH:51]=[C:52](Br)[CH:53]=1.P([O-])([O-])([O-])=O.[K+].[K+].[K+]. Product: [CH3:44][O:45][C:46](=[O:55])[CH2:47][C:48]1[CH:49]=[N:50][CH:51]=[C:52]([C:31]2[CH:32]=[CH:33][C:28]([C:3]([CH2:4][CH3:5])([C:6]3[CH:11]=[CH:10][C:9]([C:12]#[C:13][C:14]([O:23][CH2:24][O:25][CH3:26])([C:19]([F:21])([F:22])[F:20])[C:15]([F:17])([F:18])[F:16])=[C:8]([CH3:27])[CH:7]=3)[CH2:1][CH3:2])=[CH:29][C:30]=2[CH3:43])[CH:53]=1. The catalyst class is: 9. (2) Reactant: C[NH:2]N.C(O)(C(F)(F)F)=O.[CH3:11][N:12](C)[CH:13]=[C:14]([C:25]1[CH:35]=[CH:34][C:28]2[O:29][CH2:30][C:31](=[O:33])[NH:32][C:27]=2[CH:26]=1)[C:15]([C:17]1[CH:22]=[CH:21][C:20]([F:23])=[CH:19][C:18]=1[CH3:24])=O.O. Product: [F:23][C:20]1[CH:21]=[CH:22][C:17]([C:15]2[C:14]([C:25]3[CH:35]=[CH:34][C:28]4[O:29][CH2:30][C:31](=[O:33])[NH:32][C:27]=4[CH:26]=3)=[CH:13][N:12]([CH3:11])[N:2]=2)=[C:18]([CH3:24])[CH:19]=1. The catalyst class is: 41.